This data is from Catalyst prediction with 721,799 reactions and 888 catalyst types from USPTO. The task is: Predict which catalyst facilitates the given reaction. (1) Reactant: [Cl:1][C:2]1[CH:3]=[CH:4][C:5]([N:10]2[CH2:20][CH2:19][C:13]3[N:14]=[CH:15][N:16]=[C:17](Cl)[C:12]=3[CH2:11]2)=[C:6]([CH:9]=1)[C:7]#[N:8].[N:21]1[CH:22]=[CH:23][N:24]2[CH:29]=[CH:28][C:27]([CH2:30][NH2:31])=[CH:26][C:25]=12.C(N(CC)C(C)C)(C)C. Product: [Cl:1][C:2]1[CH:3]=[CH:4][C:5]([N:10]2[CH2:20][CH2:19][C:13]3[N:14]=[CH:15][N:16]=[C:17]([NH:31][CH2:30][C:27]4[CH:28]=[CH:29][N:24]5[CH:23]=[CH:22][N:21]=[C:25]5[CH:26]=4)[C:12]=3[CH2:11]2)=[C:6]([CH:9]=1)[C:7]#[N:8]. The catalyst class is: 10. (2) Reactant: [H-].[Na+].[CH3:3][C:4]1[NH:5][CH:6]=[CH:7][N:8]=1.[Br:9][C:10]1[CH:11]=[N:12][CH:13]=[C:14]([CH2:16]Cl)[CH:15]=1. Product: [Br:9][C:10]1[CH:11]=[N:12][CH:13]=[C:14]([CH2:16][N:5]2[CH:6]=[CH:7][N:8]=[C:4]2[CH3:3])[CH:15]=1. The catalyst class is: 219. (3) Reactant: [N+:1]([C:4]1[CH:5]=[C:6]([C:10](=[O:18])[CH2:11][C:12]2[CH:17]=[CH:16][N:15]=[CH:14][CH:13]=2)[CH:7]=[CH:8][CH:9]=1)([O-:3])=[O:2].C(=O)([O-])[O-].[K+].[K+].[C:25](=[S:27])=[S:26].Br[CH2:29]Br. Product: [S:26]1[CH2:29][S:27][C:25]1=[C:11]([C:12]1[CH:13]=[CH:14][N:15]=[CH:16][CH:17]=1)[C:10]([C:6]1[CH:7]=[CH:8][CH:9]=[C:4]([N+:1]([O-:3])=[O:2])[CH:5]=1)=[O:18]. The catalyst class is: 58.